From a dataset of Peptide-MHC class I binding affinity with 185,985 pairs from IEDB/IMGT. Regression. Given a peptide amino acid sequence and an MHC pseudo amino acid sequence, predict their binding affinity value. This is MHC class I binding data. (1) The peptide sequence is LLDDGWAGE. The MHC is HLA-B18:01 with pseudo-sequence HLA-B18:01. The binding affinity (normalized) is 0.0847. (2) The peptide sequence is REPTDQKQF. The MHC is HLA-B18:01 with pseudo-sequence HLA-B18:01. The binding affinity (normalized) is 0. (3) The peptide sequence is EIRNLALETL. The MHC is HLA-B08:01 with pseudo-sequence HLA-B08:01. The binding affinity (normalized) is 0.408. (4) The peptide sequence is MIYMGLWLK. The MHC is HLA-A11:01 with pseudo-sequence HLA-A11:01. The binding affinity (normalized) is 0.853. (5) The peptide sequence is QNPTMLYNKM. The MHC is Mamu-B01 with pseudo-sequence Mamu-B01. The binding affinity (normalized) is 0. (6) The peptide sequence is ITVDDDGTM. The MHC is HLA-A26:01 with pseudo-sequence HLA-A26:01. The binding affinity (normalized) is 0.118. (7) The peptide sequence is NPKASTISWM. The MHC is HLA-B54:01 with pseudo-sequence HLA-B54:01. The binding affinity (normalized) is 0.0306. (8) The peptide sequence is KFLWEWASAR. The MHC is HLA-A02:03 with pseudo-sequence HLA-A02:03. The binding affinity (normalized) is 0. (9) The peptide sequence is LLSINSSFY. The MHC is HLA-A33:01 with pseudo-sequence HLA-A33:01. The binding affinity (normalized) is 0.191.